Task: Predict the reaction yield, written as a fraction of the theoretical maximum amount of product (1.0 means a 100% yield; for example, 0.34 means a 34% yield).. Dataset: Reaction yield outcomes from USPTO patents with 853,638 reactions (1) The catalyst is C1COCC1.CCCCCC.[Cl-].[Cl-].[Zn+2].C1C=CC([P]([Pd]([P](C2C=CC=CC=2)(C2C=CC=CC=2)C2C=CC=CC=2)([P](C2C=CC=CC=2)(C2C=CC=CC=2)C2C=CC=CC=2)[P](C2C=CC=CC=2)(C2C=CC=CC=2)C2C=CC=CC=2)(C2C=CC=CC=2)C2C=CC=CC=2)=CC=1.C(OCC)(=O)C. The product is [Cl:23][CH2:24][C:25](=[O:26])[C:2]#[C:1][C:3]1[CH2:8][CH2:7][CH2:6][CH2:5][CH:4]=1. The reactants are [C:1]([C:3]1[CH2:8][CH2:7][CH2:6][CH2:5][CH:4]=1)#[CH:2].C([Li])CCC.C1(C#C[Li])CCCCC=1.[Cl:23][CH2:24][C:25](Cl)=[O:26]. The yield is 0.670. (2) The reactants are [CH3:1][S:2](Cl)(=[O:4])=[O:3].[OH:6][C@H:7]1[CH2:12][CH2:11][N:10]([C:13]([O:15][C:16]([CH3:19])([CH3:18])[CH3:17])=[O:14])[C@@H:9]([C:20]([O:22][CH3:23])=[O:21])[CH2:8]1. The catalyst is CN(C1C=CN=CC=1)C.N1C=CC=CC=1. The product is [CH3:1][S:2]([O:6][C@H:7]1[CH2:12][CH2:11][N:10]([C:13]([O:15][C:16]([CH3:17])([CH3:18])[CH3:19])=[O:14])[C@@H:9]([C:20]([O:22][CH3:23])=[O:21])[CH2:8]1)(=[O:4])=[O:3]. The yield is 0.980.